This data is from Full USPTO retrosynthesis dataset with 1.9M reactions from patents (1976-2016). The task is: Predict the reactants needed to synthesize the given product. Given the product [CH2:15]([N:13]1[CH2:14][CH:8]([N:7]([CH3:27])[C:5](=[O:6])[C:4]([N:2]([CH3:3])[CH3:1])=[O:28])[C:9]2=[N:20][C:19]([C:21]([NH:42][CH2:41][C:40]3[CH:43]=[CH:44][C:37]([F:36])=[C:38]([CH3:45])[CH:39]=3)=[O:23])=[C:18]([OH:25])[C:17](=[O:26])[N:10]2[CH2:11][CH2:12]1)[CH3:16], predict the reactants needed to synthesize it. The reactants are: [CH3:1][N:2]([C:4](=[O:28])[C:5]([N:7]([CH3:27])[CH:8]1[CH2:14][N:13]([CH2:15][CH3:16])[CH2:12][CH2:11][N:10]2[C:17](=[O:26])[C:18]([OH:25])=[C:19]([C:21]([O:23]C)=O)[N:20]=[C:9]12)=[O:6])[CH3:3].C(N(CC)CC)C.[F:36][C:37]1[CH:44]=[CH:43][C:40]([CH2:41][NH2:42])=[CH:39][C:38]=1[CH3:45].